This data is from Reaction yield outcomes from USPTO patents with 853,638 reactions. The task is: Predict the reaction yield, written as a fraction of the theoretical maximum amount of product (1.0 means a 100% yield; for example, 0.34 means a 34% yield). (1) The reactants are C([O:4][C:5]1[CH:10]=[CH:9][C:8]([C:11]2[CH:12]([CH:25]([CH3:27])[CH3:26])[O:13][C:14]3[C:19]([CH:20]=2)=[CH:18][CH:17]=[C:16]([O:21]C(=O)C)[CH:15]=3)=[CH:7][CH:6]=1)(=O)C.C(O)(=O)C.O. The catalyst is CO.[OH-].[K+]. The product is [OH:4][C:5]1[CH:10]=[CH:9][C:8]([C:11]2[CH:12]([CH:25]([CH3:27])[CH3:26])[O:13][C:14]3[C:19]([CH:20]=2)=[CH:18][CH:17]=[C:16]([OH:21])[CH:15]=3)=[CH:7][CH:6]=1. The yield is 1.00. (2) The reactants are [OH:1][C:2]1[CH:3]=[C:4]2[C:9](=[CH:10][CH:11]=1)[CH:8]=[C:7]([C@:12]1([CH3:18])[CH2:16][O:15][C:14](=[O:17])[NH:13]1)[CH:6]=[CH:5]2.[C@@H:19]12[CH2:25][C@@H:22]([CH2:23][CH2:24]1)[CH2:21][CH:20]2O.C1(P(C2C=CC=CC=2)C2C=CC=CC=2)C=CC=CC=1.N(C(OC(C)C)=O)=NC(OC(C)C)=O. No catalyst specified. The product is [C@@H:19]12[CH2:25][C@@H:22]([CH2:23][CH2:24]1)[CH2:21][CH:20]2[O:1][C:2]1[CH:3]=[C:4]2[C:9](=[CH:10][CH:11]=1)[CH:8]=[C:7]([C@:12]1([CH3:18])[CH2:16][O:15][C:14](=[O:17])[NH:13]1)[CH:6]=[CH:5]2. The yield is 0.400. (3) The reactants are C[O:2][C:3](=[O:19])[C:4]1[C:5](=[C:10]([CH3:18])[C:11]([NH2:17])=[C:12]([N+:14]([O-:16])=[O:15])[CH:13]=1)[C:6]([O:8][CH3:9])=[O:7].[OH-].[Na+].Cl. The catalyst is C1COCC1.O. The product is [CH3:9][O:8][C:6](=[O:7])[C:5]1[C:4](=[CH:13][C:12]([N+:14]([O-:16])=[O:15])=[C:11]([NH2:17])[C:10]=1[CH3:18])[C:3]([OH:19])=[O:2]. The yield is 0.760. (4) The reactants are C1O[C:4]2([CH:11]3[CH2:12][C:7]4([S:14]([NH2:17])(=[O:16])=[O:15])[CH2:8][CH:9]([CH2:13][CH:5]2[CH2:6]4)[CH2:10]3)[O:3]C1. The catalyst is Cl. The product is [NH2:17][S:14]([C:7]12[CH2:12][CH:11]3[CH2:10][CH:9]([CH2:13][CH:5]([C:4]3=[O:3])[CH2:6]1)[CH2:8]2)(=[O:15])=[O:16]. The yield is 0.820. (5) The reactants are [Cl:1][C:2]1[CH:3]=[CH:4][CH:5]=[C:6]2[C:10]=1[N:9]([CH2:11][CH2:12][CH3:13])[N:8]=[C:7]2[C:14]1[CH:19]=[CH:18][C:17]([O:20]C)=[C:16]([F:22])[CH:15]=1.B(Br)(Br)Br. No catalyst specified. The product is [Cl:1][C:2]1[CH:3]=[CH:4][CH:5]=[C:6]2[C:10]=1[N:9]([CH2:11][CH2:12][CH3:13])[N:8]=[C:7]2[C:14]1[CH:19]=[CH:18][C:17]([OH:20])=[C:16]([F:22])[CH:15]=1. The yield is 0.480. (6) The reactants are [CH3:1][C:2]([CH3:31])([CH3:30])[C:3]([N:5]([CH2:23][CH:24]1[CH2:28][O:27][C:26](=[O:29])[O:25]1)[C:6]1[C:11](/[CH:12]=[CH:13]/[C:14]([O:16][CH2:17][CH2:18][CH2:19][CH3:20])=[O:15])=[CH:10][CH:9]=[C:8]([O:21][CH3:22])[N:7]=1)=[O:4].[H][H]. The yield is 0.980. The catalyst is C(O)C.[Pd]. The product is [CH3:30][C:2]([CH3:1])([CH3:31])[C:3]([N:5]([CH2:23][CH:24]1[CH2:28][O:27][C:26](=[O:29])[O:25]1)[C:6]1[C:11]([CH2:12][CH2:13][C:14]([O:16][CH2:17][CH2:18][CH2:19][CH3:20])=[O:15])=[CH:10][CH:9]=[C:8]([O:21][CH3:22])[N:7]=1)=[O:4]. (7) The reactants are [CH2:1]([N:4]1[C:9](=[O:10])[C:8]([O:11][CH3:12])=[N:7][N:6]([C:13]2[CH:14]=[C:15]([NH:19][C:20](=[O:22])[CH3:21])[CH:16]=[CH:17][CH:18]=2)[C:5]1=[O:23])[CH:2]=[CH2:3].[CH:24]([C:27]1[CH:34]=CC(CBr)=[CH:29][CH:28]=1)([CH3:26])[CH3:25].C(=O)([O-])[O-].[K+].[K+]. The catalyst is C(#N)C.CCOC(C)=O.O. The product is [CH:24]([C:27]1[CH:28]=[CH:29][C:2]([CH2:1][N:4]2[C:9](=[O:10])[C:8]([O:11][CH3:12])=[N:7][N:6]([C:13]3[CH:14]=[C:15]([NH:19][C:20](=[O:22])[CH3:21])[CH:16]=[CH:17][CH:18]=3)[C:5]2=[O:23])=[CH:3][CH:34]=1)([CH3:26])[CH3:25]. The yield is 0.110.